Dataset: Reaction yield outcomes from USPTO patents with 853,638 reactions. Task: Predict the reaction yield, written as a fraction of the theoretical maximum amount of product (1.0 means a 100% yield; for example, 0.34 means a 34% yield). (1) The reactants are S(Cl)([Cl:3])=O.CN(C=O)C.[CH3:10][C:11]1[N:16]=[CH:15][C:14]([CH2:17]O)=[C:13]([CH2:19]O)[C:12]=1[OH:21].[ClH:22]. The catalyst is C(OCC)C. The product is [ClH:3].[Cl:22][CH2:19][C:13]1[C:14]([CH2:17][Cl:3])=[CH:15][N:16]=[C:11]([CH3:10])[C:12]=1[OH:21]. The yield is 0.930. (2) The reactants are [F:1][C:2]1[CH:7]=[CH:6][CH:5]=[C:4]([F:8])[C:3]=1[N:9]1[C:14]2[N:15]=[C:16](S(C)=O)[N:17]=[C:18]([C:19]3[CH:20]=[C:21]([CH:28]=[CH:29][C:30]=3[CH3:31])[C:22]([NH:24][CH:25]([CH3:27])[CH3:26])=[O:23])[C:13]=2[CH2:12][NH:11][C:10]1=[O:35].C(Cl)(Cl)Cl.[CH3:40][CH:41]1[CH2:46][CH2:45][N:44]([CH:47]2[CH2:52][CH2:51][NH:50][CH2:49][CH2:48]2)[CH2:43][CH2:42]1.C(N(CC)C(C)C)(C)C. The catalyst is C1COCC1. The product is [F:1][C:2]1[CH:7]=[CH:6][CH:5]=[C:4]([F:8])[C:3]=1[N:9]1[C:14]2[N:15]=[C:16]([N:50]3[CH2:51][CH2:52][CH:47]([N:44]4[CH2:45][CH2:46][CH:41]([CH3:40])[CH2:42][CH2:43]4)[CH2:48][CH2:49]3)[N:17]=[C:18]([C:19]3[CH:20]=[C:21]([CH:28]=[CH:29][C:30]=3[CH3:31])[C:22]([NH:24][CH:25]([CH3:27])[CH3:26])=[O:23])[C:13]=2[CH2:12][NH:11][C:10]1=[O:35]. The yield is 0.700. (3) The reactants are [F:1][C:2]1[CH:3]=[C:4]2[C:8](=[CH:9][CH:10]=1)[NH:7][C:6](=[O:11])[CH2:5]2.C[Si]([N-][Si](C)(C)C)(C)C.[Li+].[OH:22][CH2:23][CH2:24][O:25][CH2:26][CH2:27][N:28]1[CH2:33][CH2:32][N:31]([CH2:34][CH2:35][CH2:36][C:37]2[N:42]=[C:41]3[CH2:43][O:44][C:45](=O)[C:40]3=[CH:39][CH:38]=2)[CH2:30][CH2:29]1.Cl.C([O-])(O)=O.[Na+]. The catalyst is C1COCC1. The product is [F:1][C:2]1[CH:3]=[C:4]2[C:8](=[CH:9][CH:10]=1)[NH:7][C:6](=[O:11])[C:5]2=[C:45]1[C:40]2[C:41](=[N:42][C:37]([CH2:36][CH2:35][CH2:34][N:31]3[CH2:30][CH2:29][N:28]([CH2:27][CH2:26][O:25][CH2:24][CH2:23][OH:22])[CH2:33][CH2:32]3)=[CH:38][CH:39]=2)[CH2:43][O:44]1. The yield is 0.340. (4) The reactants are [NH2:1][CH2:2][CH:3]1[C:7]2[CH:8]=[C:9]([C:12]3[C:20]4[C:15](=[CH:16][C:17]([F:21])=[CH:18][CH:19]=4)[NH:14][CH:13]=3)[CH:10]=[CH:11][C:6]=2[S:5](=[O:23])(=[O:22])[N:4]1C(C)(C)C. The catalyst is Cl.CO. The yield is 0.880. The product is [NH2:1][CH2:2][CH:3]1[C:7]2[CH:8]=[C:9]([C:12]3[C:20]4[C:15](=[CH:16][C:17]([F:21])=[CH:18][CH:19]=4)[NH:14][CH:13]=3)[CH:10]=[CH:11][C:6]=2[S:5](=[O:23])(=[O:22])[NH:4]1. (5) The catalyst is C1COCC1. The product is [CH2:16]([N:7]1[CH:8]=[C:4]([Br:3])[C:5]([CH3:9])=[N:6]1)[C:13]1[CH:14]=[CH:15][CH:10]=[CH:11][CH:12]=1. The reactants are [H-].[Na+].[Br:3][C:4]1[C:5]([CH3:9])=[N:6][NH:7][CH:8]=1.[CH:10]1[CH:15]=[CH:14][C:13]([CH2:16]Br)=[CH:12][CH:11]=1. The yield is 0.600. (6) The reactants are [CH3:1][O:2][C:3]1[CH:19]=[CH:18][CH:17]=[CH:16][C:4]=1[C:5]([CH:7]1[CH2:14][C:10]2[S:11][CH:12]=[CH:13][C:9]=2[C:8]1=O)=O.O.[NH2:21][NH2:22].C(O)(=O)C. The catalyst is C(O)C. The product is [CH3:1][O:2][C:3]1[CH:19]=[CH:18][CH:17]=[CH:16][C:4]=1[C:5]1[C:7]2[CH2:14][C:10]3[S:11][CH:12]=[CH:13][C:9]=3[C:8]=2[NH:22][N:21]=1. The yield is 0.890. (7) The reactants are [Na].C[O:3][CH2:4][C:5]([O:7][CH2:8]C)=O.[CH3:10][C:11]([CH3:13])=[O:12].COC(C)(C)C. The catalyst is C1(C)C=CC=CC=1. The product is [CH3:8][O:7][CH2:5][C:4](=[O:3])[CH2:10][C:11](=[O:12])[CH3:13]. The yield is 0.369. (8) The reactants are C(=O)([O-])[O-].[Na+].[Na+].CC1(C)C(C)(C)OB([C:15]2[CH:20]=[CH:19][C:18]([OH:21])=[CH:17][CH:16]=2)O1.Br[C:24]1[S:28][C:27]([CH2:29][C:30]([O:32][CH2:33][CH3:34])=[O:31])=[CH:26][CH:25]=1.O. The catalyst is C1(C)C(CCO)=CC=CC=1.C1C=CC(/C=C/C(/C=C/C2C=CC=CC=2)=O)=CC=1.C1C=CC(/C=C/C(/C=C/C2C=CC=CC=2)=O)=CC=1.C1C=CC(/C=C/C(/C=C/C2C=CC=CC=2)=O)=CC=1.[Pd].[Pd].C1(C)C=CC=CC=1P(C1C=CC=CC=1C)C1C=CC=CC=1C. The product is [CH2:33]([O:32][C:30](=[O:31])[CH2:29][C:27]1[S:28][C:24]([C:15]2[CH:16]=[CH:17][C:18]([OH:21])=[CH:19][CH:20]=2)=[CH:25][CH:26]=1)[CH3:34]. The yield is 0.770.